Dataset: Forward reaction prediction with 1.9M reactions from USPTO patents (1976-2016). Task: Predict the product of the given reaction. (1) Given the reactants [N+]([O-])(O)=O.[NH2:5][NH:6][C:7]([NH2:9])=N.CN([CH:13]=[C:14]([C:17](=[O:23])[C:18]1[S:19][CH:20]=[CH:21][CH:22]=1)C#N)C.[OH-].[Na+], predict the reaction product. The product is: [NH2:9][C:7]1[C:14]([C:17]([C:18]2[S:19][CH:20]=[CH:21][CH:22]=2)=[O:23])=[CH:13][NH:5][N:6]=1. (2) Given the reactants [Cl:1][C:2]1[CH:7]=[CH:6][C:5]([NH:8][C:9]2[N:17]=[C:16]([NH:18][NH2:19])[N:15]=[C:14]3[C:10]=2[N:11]=[CH:12][N:13]3[CH3:20])=[CH:4][CH:3]=1.CO[CH:23](OC)[CH2:24][C:25](=O)[CH3:26].O, predict the reaction product. The product is: [Cl:1][C:2]1[CH:7]=[CH:6][C:5]([NH:8][C:9]2[N:17]=[C:16]([N:18]3[CH:23]=[CH:24][C:25]([CH3:26])=[N:19]3)[N:15]=[C:14]3[C:10]=2[N:11]=[CH:12][N:13]3[CH3:20])=[CH:4][CH:3]=1. (3) Given the reactants [I:1][C:2]1[C:10]2[C:5](=[N:6][CH:7]=[C:8]([C:11]3[CH:12]=[C:13]([CH:18]=[CH:19][CH:20]=3)[C:14]([O:16]C)=[O:15])[CH:9]=2)[NH:4][N:3]=1.[H-].[Na+].[CH3:23][Si:24]([CH2:27][CH2:28][O:29][CH2:30]Cl)([CH3:26])[CH3:25], predict the reaction product. The product is: [I:1][C:2]1[C:10]2[C:5](=[N:6][CH:7]=[C:8]([C:11]3[CH:12]=[C:13]([CH:18]=[CH:19][CH:20]=3)[C:14]([OH:16])=[O:15])[CH:9]=2)[N:4]([CH2:30][O:29][CH2:28][CH2:27][Si:24]([CH3:26])([CH3:25])[CH3:23])[N:3]=1. (4) Given the reactants [O:1]1[CH:5]=[CH:4][C:3]([C:6]2[S:10][C:9]([NH:11]C=O)=[N:8][C:7]=2[C:14]2[CH:19]=[CH:18][CH:17]=[CH:16][CH:15]=2)=[CH:2]1, predict the reaction product. The product is: [O:1]1[CH:5]=[CH:4][C:3]([C:6]2[S:10][C:9]([NH2:11])=[N:8][C:7]=2[C:14]2[CH:19]=[CH:18][CH:17]=[CH:16][CH:15]=2)=[CH:2]1. (5) Given the reactants [CH3:1][O:2][C:3]1[C:12]2[CH2:11][CH2:10][C:9]([CH3:14])([CH3:13])[CH2:8][C:7]=2[C:6]2[C:15]3[C:16](=[C:18](O)[N:19]=[CH:20][N:21]=3)[O:17][C:5]=2[N:4]=1.P(Cl)(Cl)([Cl:25])=O, predict the reaction product. The product is: [Cl:25][C:18]1[C:16]2[O:17][C:5]3[N:4]=[C:3]([O:2][CH3:1])[C:12]4[CH2:11][CH2:10][C:9]([CH3:14])([CH3:13])[CH2:8][C:7]=4[C:6]=3[C:15]=2[N:21]=[CH:20][N:19]=1. (6) Given the reactants [CH3:1][O:2][N:3]=[C:4]([CH2:10][S:11][CH3:12])[C:5]([O:7]CC)=[O:6].[OH-].[Na+].Cl, predict the reaction product. The product is: [CH3:1][O:2][N:3]=[C:4]([CH2:10][S:11][CH3:12])[C:5]([OH:7])=[O:6].